This data is from Forward reaction prediction with 1.9M reactions from USPTO patents (1976-2016). The task is: Predict the product of the given reaction. (1) Given the reactants [Br:1][C:2]1[CH:3]=[C:4]([CH:8]=[CH:9][N:10]=1)[C:5]([OH:7])=O.[CH:11]([C:14]1[CH:20]=[CH:19][C:17]([NH2:18])=[CH:16][CH:15]=1)([CH3:13])[CH3:12], predict the reaction product. The product is: [Br:1][C:2]1[CH:3]=[C:4]([CH:8]=[CH:9][N:10]=1)[C:5]([NH:18][C:17]1[CH:19]=[CH:20][C:14]([CH:11]([CH3:13])[CH3:12])=[CH:15][CH:16]=1)=[O:7]. (2) Given the reactants Cl[C:2]1[C:7]2[C:8]([I:11])=[N:9][NH:10][C:6]=2[CH:5]=[CH:4][N:3]=1.[CH:12]1([NH2:15])[CH2:14][CH2:13]1, predict the reaction product. The product is: [CH:12]1([NH:15][C:2]2[C:7]3[C:8]([I:11])=[N:9][NH:10][C:6]=3[CH:5]=[CH:4][N:3]=2)[CH2:14][CH2:13]1. (3) Given the reactants Cl[C:2]1[N:20]=[CH:19][CH:18]=[CH:17][C:3]=1[C:4]([NH:6][C:7]1[N:8]=[CH:9][C:10]2[C:15]([CH:16]=1)=[CH:14][CH:13]=[CH:12][CH:11]=2)=[O:5].[OH:21][CH:22]([CH3:35])[CH2:23][NH:24][C:25]([C:27]1[CH:32]=[C:31]([CH2:33][NH2:34])[CH:30]=[CH:29][N:28]=1)=[O:26], predict the reaction product. The product is: [OH:21][CH:22]([CH3:35])[CH2:23][NH:24][C:25]([C:27]1[CH:32]=[C:31]([CH2:33][NH:34][C:2]2[N:20]=[CH:19][CH:18]=[CH:17][C:3]=2[C:4](=[O:5])[NH:6][C:7]2[N:8]=[CH:9][C:10]3[C:15]([CH:16]=2)=[CH:14][CH:13]=[CH:12][CH:11]=3)[CH:30]=[CH:29][N:28]=1)=[O:26]. (4) Given the reactants C([O:3][C:4]([C:6]1[C:17](=[O:18])[C:16]2[C:19]3[N:8]([N:9]([CH3:45])[CH2:10][O:11][C:12]=3[C:13]([N:21]3[CH2:26][CH2:25][N:24]([C:27]4[CH:32]=[CH:31][C:30]([N:33]5[CH2:37][C@H:36]([CH2:38][NH:39][C:40](=[O:42])[CH3:41])[O:35][C:34]5=[O:43])=[CH:29][C:28]=4[F:44])[CH2:23][CH2:22]3)=[C:14]([F:20])[CH:15]=2)[CH:7]=1)=[O:5])C.Cl.C(O)(=O)C, predict the reaction product. The product is: [C:40]([NH:39][CH2:38][C@@H:36]1[O:35][C:34](=[O:43])[N:33]([C:30]2[CH:31]=[CH:32][C:27]([N:24]3[CH2:23][CH2:22][N:21]([C:13]4[C:12]5=[C:19]6[C:16]([C:17](=[O:18])[C:6]([C:4]([OH:5])=[O:3])=[CH:7][N:8]6[N:9]([CH3:45])[CH2:10][O:11]5)=[CH:15][C:14]=4[F:20])[CH2:26][CH2:25]3)=[C:28]([F:44])[CH:29]=2)[CH2:37]1)(=[O:42])[CH3:41]. (5) Given the reactants [H-].[Na+].Cl[C:4]1[CH:9]=[CH:8][C:7]([C:10]([F:13])([F:12])[F:11])=[CH:6][N:5]=1.[C:14]([C:17]1[CH:22]=[CH:21][CH:20]=[CH:19][CH:18]=1)(=O)[CH3:15].[OH-:23].[Na+].Cl.[NH2:26]O, predict the reaction product. The product is: [C:17]1([C:14](=[N:26][OH:23])[CH2:15][C:4]2[CH:9]=[CH:8][C:7]([C:10]([F:13])([F:12])[F:11])=[CH:6][N:5]=2)[CH:22]=[CH:21][CH:20]=[CH:19][CH:18]=1. (6) The product is: [C:35]([C:37]1[CH:38]=[C:39]([C:14]2[CH:15]=[C:10]([CH:5]([CH2:6][CH:7]([CH3:9])[CH3:8])[C:4]([OH:34])=[O:3])[CH:11]=[C:12]([C:24]3[CH:25]=[CH:26][C:27]([C:30]([F:31])([F:32])[F:33])=[CH:28][CH:29]=3)[CH:13]=2)[CH:40]=[CH:41][CH:42]=1)#[N:36]. Given the reactants C([O:3][C:4](=[O:34])[CH:5]([C:10]1[CH:11]=[C:12]([C:24]2[CH:29]=[CH:28][C:27]([C:30]([F:33])([F:32])[F:31])=[CH:26][CH:25]=2)[CH:13]=[C:14](OS(C(F)(F)F)(=O)=O)[CH:15]=1)[CH2:6][CH:7]([CH3:9])[CH3:8])C.[C:35]([C:37]1[CH:38]=[C:39](B(O)O)[CH:40]=[CH:41][CH:42]=1)#[N:36], predict the reaction product. (7) Given the reactants [NH2:1][C@@H:2]([CH2:22][C:23]1[CH:28]=[CH:27][C:26]([OH:29])=[CH:25][CH:24]=1)[C@@H:3]([OH:21])[CH2:4][C@@H:5]([NH:13][C:14](=[O:20])[O:15][C:16]([CH3:19])([CH3:18])[CH3:17])[CH2:6][C:7]1[CH:12]=[CH:11][CH:10]=[CH:9][CH:8]=1.[C:30]1(=O)N[C:33](=[O:35])[CH2:32][CH2:31]1.[CH:37](N(CC)C(C)C)([CH3:39])[CH3:38].[CH3:46][OH:47], predict the reaction product. The product is: [C:16]([O:15][C:14]([NH:13][C@@H:5]([CH2:6][C:7]1[CH:12]=[CH:11][CH:10]=[CH:9][CH:8]=1)[CH2:4][C@H:3]([OH:21])[C@@H:2]([NH:1][C:46](=[O:47])[O:35][CH2:33][C:32]1[CH:39]=[CH:37][CH:38]=[CH:30][CH:31]=1)[CH2:22][C:23]1[CH:24]=[CH:25][C:26]([OH:29])=[CH:27][CH:28]=1)=[O:20])([CH3:19])([CH3:18])[CH3:17]. (8) Given the reactants [Cl:1][C:2]1[CH:3]=[CH:4][C:5]2[NH:11][C:10]3[CH:12]=[CH:13][CH:14]=[CH:15][C:9]=3[C:8]([N:16]3[CH2:21][CH2:20][NH:19][CH2:18][CH2:17]3)=[N:7][C:6]=2[CH:22]=1.I[CH:24]([OH:26])[CH3:25].C(=O)([O-])[O-].[Cs+].[Cs+], predict the reaction product. The product is: [Cl:1][C:2]1[CH:3]=[CH:4][C:5]2[NH:11][C:10]3[CH:12]=[CH:13][CH:14]=[CH:15][C:9]=3[C:8]([N:16]3[CH2:21][CH2:20][N:19]([CH2:25][CH2:24][OH:26])[CH2:18][CH2:17]3)=[N:7][C:6]=2[CH:22]=1.